From a dataset of Reaction yield outcomes from USPTO patents with 853,638 reactions. Predict the reaction yield, written as a fraction of the theoretical maximum amount of product (1.0 means a 100% yield; for example, 0.34 means a 34% yield). (1) The reactants are [OH:1][B:2]1[C:6]2[CH:7]=[C:8]([O:11][C:12]3[CH:19]=[CH:18][C:15]([C:16]#[N:17])=[CH:14][CH:13]=3)[CH:9]=[CH:10][C:5]=2[CH2:4][O:3]1.CCO.C1COCC1.[ClH:28]. The catalyst is O.[Pd]. The product is [Cl-:28].[OH:1][B:2]1[C:6]2[CH:7]=[C:8]([O:11][C:12]3[CH:19]=[CH:18][C:15]([CH2:16][NH3+:17])=[CH:14][CH:13]=3)[CH:9]=[CH:10][C:5]=2[CH2:4][O:3]1. The yield is 0.571. (2) The reactants are [H-].[Na+].[CH3:3][C:4]([CH3:13])([CH:7]([OH:12])[C:8]([CH3:11])([CH3:10])[CH3:9])[CH2:5][OH:6].[CH3:14][O:15][C:16]1[CH:17]=[C:18]([CH:21]=[CH:22][CH:23]=1)[CH2:19]Cl.[Cl-].[NH4+]. The catalyst is CN(C=O)C. The product is [CH3:14][O:15][C:16]1[CH:17]=[C:18]([CH:21]=[CH:22][CH:23]=1)[CH2:19][O:6][CH2:5][C:4]([CH3:13])([CH3:3])[CH:7]([OH:12])[C:8]([CH3:11])([CH3:10])[CH3:9]. The yield is 0.867. (3) The reactants are [C:1](Cl)(=[O:5])C(Cl)=O.[Cl:7][C:8]1[CH:16]=[CH:15][C:14]([N:17]2[CH:21]=[CH:20][CH:19]=[CH:18]2)=[CH:13][C:9]=1[C:10]([NH2:12])=[O:11].[CH:22]([S:24]([C:27]1[CH:36]=[CH:35][C:30]2[N:31]=[C:32]([NH2:34])[S:33][C:29]=2[CH:28]=1)(=[O:26])=[O:25])=[CH2:23].[NH:37]1[CH2:42][CH2:41][NH:40][CH2:39][CH2:38]1. The catalyst is C1COCC1. The product is [Cl:7][C:8]1[CH:16]=[CH:15][C:14]([N:17]2[CH:21]=[CH:20][CH:19]=[CH:18]2)=[CH:13][C:9]=1[C:10]([NH:12][C:1](=[O:5])[NH:34][C:32]1[S:33][C:29]2[CH:28]=[C:27]([S:24]([CH2:22][CH2:23][N:37]3[CH2:42][CH2:41][NH:40][CH2:39][CH2:38]3)(=[O:26])=[O:25])[CH:36]=[CH:35][C:30]=2[N:31]=1)=[O:11]. The yield is 0.150. (4) The reactants are [I-].[C:2]1([OH:8])[CH:7]=[CH:6][CH:5]=[CH:4][CH:3]=1.O[C:10]1(OC)[CH:14]=[CH:13][C:12](O)([O:15][CH3:16])[O:11]1.C(N(C(C)C)CC)(C)C.C(=O)([O-])O.[Na+]. The catalyst is [Cl-].C([N+](CC)(CC)CC)C1C=CC=CC=1.CN(C)C=O.C([O-])(=O)C.[Pd+2].C([O-])(=O)C. The product is [O:8]1[C:2]2[CH:7]=[CH:6][CH:5]=[CH:4][C:3]=2[C:14]([CH2:13][C:12]([O:15][CH3:16])=[O:11])=[CH:10]1. The yield is 0.890. (5) The reactants are [C:1]1([C:7]([OH:9])=[O:8])([C:4](O)=[O:5])[CH2:3][CH2:2]1.[CH3:10][NH:11][C:12]1[CH:17]=[CH:16][CH:15]=[CH:14][CH:13]=1. The catalyst is C1COCC1.CCOC(C)=O. The product is [CH3:10][N:11]([C:12]1[CH:17]=[CH:16][CH:15]=[CH:14][CH:13]=1)[C:4]([C:1]1([C:7]([OH:9])=[O:8])[CH2:3][CH2:2]1)=[O:5]. The yield is 0.490. (6) The reactants are [CH3:1][O:2][C:3]1[C:4]([O:16][CH2:17][CH2:18][CH2:19][CH2:20][Cl:21])=[CH:5][C:6]([N+:13]([O-])=O)=[C:7]([CH:12]=1)[C:8]([O:10][CH3:11])=[O:9].[H][H]. The catalyst is [Pd].CO. The product is [CH3:1][O:2][C:3]1[CH:12]=[C:7]([C:8]([O:10][CH3:11])=[O:9])[C:6]([NH2:13])=[CH:5][C:4]=1[O:16][CH2:17][CH2:18][CH2:19][CH2:20][Cl:21]. The yield is 0.981. (7) The reactants are [C:1]1([C:20]2[CH:25]=[CH:24][CH:23]=[CH:22][CH:21]=2)[CH:6]=[CH:5][C:4]([NH:7][C:8]2[NH:9][C:10](=[O:19])[C:11]([C:14]([O:16]CC)=[O:15])=[CH:12][N:13]=2)=[CH:3][CH:2]=1.[OH-].[Na+]. The catalyst is CO.O1CCOCC1. The product is [C:1]1([C:20]2[CH:25]=[CH:24][CH:23]=[CH:22][CH:21]=2)[CH:2]=[CH:3][C:4]([NH:7][C:8]2[NH:9][C:10](=[O:19])[C:11]([C:14]([OH:16])=[O:15])=[CH:12][N:13]=2)=[CH:5][CH:6]=1. The yield is 0.600. (8) The reactants are [Cl:1][C:2]1[CH:3]=[C:4]([CH2:9][OH:10])[CH:5]=[C:6]([Cl:8])[CH:7]=1.C1N=CN([C:16](N2C=NC=C2)=[O:17])C=1.C(N(CC)CC)C.[N:30]1[N:34]2[CH2:35][CH2:36][CH2:37][NH:38][CH2:39][C:33]2=[CH:32][C:31]=1[C:40]([O:42][CH2:43][CH3:44])=[O:41]. The catalyst is CN(C=O)C. The product is [N:30]1[N:34]2[CH2:35][CH2:36][CH2:37][N:38]([C:16]([O:10][CH2:9][C:4]3[CH:3]=[C:2]([Cl:1])[CH:7]=[C:6]([Cl:8])[CH:5]=3)=[O:17])[CH2:39][C:33]2=[CH:32][C:31]=1[C:40]([O:42][CH2:43][CH3:44])=[O:41]. The yield is 0.330.